From a dataset of Forward reaction prediction with 1.9M reactions from USPTO patents (1976-2016). Predict the product of the given reaction. (1) Given the reactants Cl[C:2]1[C:3]([NH2:9])=[N:4][CH:5]=[N:6][C:7]=1Cl.[NH2:10][C@H:11]1[C@H:15]([OH:16])[CH2:14][N:13]([C:17]([O:19]C(C)(C)C)=O)[CH2:12]1.[O:24]([C:31]1[CH:36]=[CH:35][C:34](B(O)O)=[CH:33][CH:32]=1)[C:25]1[CH:30]=[CH:29][CH:28]=[CH:27][CH:26]=1.[C:40](Cl)(=O)[CH:41]=C, predict the reaction product. The product is: [NH2:9][C:3]1[N:4]=[CH:5][N:6]=[C:7]([NH:10][C@H:11]2[C@H:15]([OH:16])[CH2:14][N:13]([C:17](=[O:19])[CH:40]=[CH2:41])[CH2:12]2)[C:2]=1[C:28]1[CH:29]=[CH:30][C:25]([O:24][C:31]2[CH:36]=[CH:35][CH:34]=[CH:33][CH:32]=2)=[CH:26][CH:27]=1. (2) Given the reactants [C-:1]#[N:2].[Na+].C(O)C.Cl[CH2:8][C:9]1[C:14]([CH3:15])=[CH:13][C:12]([CH3:16])=[CH:11][C:10]=1[CH3:17], predict the reaction product. The product is: [CH3:17][C:10]1[CH:11]=[C:12]([CH3:16])[CH:13]=[C:14]([CH3:15])[C:9]=1[CH2:8][C:1]#[N:2].